Dataset: NCI-60 drug combinations with 297,098 pairs across 59 cell lines. Task: Regression. Given two drug SMILES strings and cell line genomic features, predict the synergy score measuring deviation from expected non-interaction effect. (1) Drug 1: CN1C2=C(C=C(C=C2)N(CCCl)CCCl)N=C1CCCC(=O)O.Cl. Drug 2: C1CN(P(=O)(OC1)NCCCl)CCCl. Cell line: CAKI-1. Synergy scores: CSS=3.02, Synergy_ZIP=1.14, Synergy_Bliss=3.96, Synergy_Loewe=2.46, Synergy_HSA=0.830. (2) Drug 1: C1=NC2=C(N1)C(=S)N=C(N2)N. Drug 2: C1CC(C1)(C(=O)O)C(=O)O.[NH2-].[NH2-].[Pt+2]. Cell line: NCI-H322M. Synergy scores: CSS=21.0, Synergy_ZIP=-0.241, Synergy_Bliss=-4.71, Synergy_Loewe=-32.4, Synergy_HSA=-4.44. (3) Drug 1: C1CCC(C(C1)N)N.C(=O)(C(=O)[O-])[O-].[Pt+4]. Drug 2: CCC1(C2=C(COC1=O)C(=O)N3CC4=CC5=C(C=CC(=C5CN(C)C)O)N=C4C3=C2)O.Cl. Cell line: IGROV1. Synergy scores: CSS=27.4, Synergy_ZIP=-10.4, Synergy_Bliss=-2.86, Synergy_Loewe=-16.8, Synergy_HSA=-0.0435. (4) Drug 1: CCC(=C(C1=CC=CC=C1)C2=CC=C(C=C2)OCCN(C)C)C3=CC=CC=C3.C(C(=O)O)C(CC(=O)O)(C(=O)O)O. Drug 2: CCC1(CC2CC(C3=C(CCN(C2)C1)C4=CC=CC=C4N3)(C5=C(C=C6C(=C5)C78CCN9C7C(C=CC9)(C(C(C8N6C)(C(=O)OC)O)OC(=O)C)CC)OC)C(=O)OC)O.OS(=O)(=O)O. Cell line: NCI-H460. Synergy scores: CSS=11.8, Synergy_ZIP=8.76, Synergy_Bliss=8.15, Synergy_Loewe=9.48, Synergy_HSA=8.28. (5) Drug 1: CCCS(=O)(=O)NC1=C(C(=C(C=C1)F)C(=O)C2=CNC3=C2C=C(C=N3)C4=CC=C(C=C4)Cl)F. Drug 2: C1=CC=C(C=C1)NC(=O)CCCCCCC(=O)NO. Cell line: HT29. Synergy scores: CSS=46.3, Synergy_ZIP=2.96, Synergy_Bliss=4.73, Synergy_Loewe=-1.93, Synergy_HSA=6.55. (6) Drug 1: C1=CC(=CC=C1C#N)C(C2=CC=C(C=C2)C#N)N3C=NC=N3. Drug 2: CC12CCC3C(C1CCC2O)C(CC4=C3C=CC(=C4)O)CCCCCCCCCS(=O)CCCC(C(F)(F)F)(F)F. Cell line: LOX IMVI. Synergy scores: CSS=1.07, Synergy_ZIP=4.43, Synergy_Bliss=3.80, Synergy_Loewe=0.854, Synergy_HSA=-1.61. (7) Drug 2: C1CN(P(=O)(OC1)NCCCl)CCCl. Cell line: A549. Synergy scores: CSS=6.07, Synergy_ZIP=-3.51, Synergy_Bliss=-0.837, Synergy_Loewe=-1.28, Synergy_HSA=0.119. Drug 1: C1CC(=O)NC(=O)C1N2CC3=C(C2=O)C=CC=C3N. (8) Drug 1: CC1=C(C(CCC1)(C)C)C=CC(=CC=CC(=CC(=O)O)C)C. Drug 2: C1CN(P(=O)(OC1)NCCCl)CCCl. Cell line: EKVX. Synergy scores: CSS=9.97, Synergy_ZIP=-6.02, Synergy_Bliss=-3.04, Synergy_Loewe=-6.73, Synergy_HSA=-1.67. (9) Drug 1: CC1=C(C=C(C=C1)NC(=O)C2=CC=C(C=C2)CN3CCN(CC3)C)NC4=NC=CC(=N4)C5=CN=CC=C5. Drug 2: C1CN(CCN1C(=O)CCBr)C(=O)CCBr. Cell line: UACC-257. Synergy scores: CSS=6.82, Synergy_ZIP=-5.32, Synergy_Bliss=-3.73, Synergy_Loewe=-3.93, Synergy_HSA=-2.24. (10) Drug 1: C1=C(C(=O)NC(=O)N1)F. Drug 2: C1=NNC2=C1C(=O)NC=N2. Cell line: UACC62. Synergy scores: CSS=37.3, Synergy_ZIP=-10.1, Synergy_Bliss=-10.0, Synergy_Loewe=-23.4, Synergy_HSA=-8.67.